This data is from Catalyst prediction with 721,799 reactions and 888 catalyst types from USPTO. The task is: Predict which catalyst facilitates the given reaction. (1) Reactant: [I-].[CH3:2][S+](C)(C)=O.[H-].[Na+].[F:9][C:10]1[CH:11]=[C:12]2[C:16](=[CH:17][CH:18]=1)[NH:15][C:14](=[O:19])/[C:13]/2=[CH:20]\[C:21]1[CH:29]=[C:28]2[C:24]([C:25]([I:30])=[N:26][NH:27]2)=[CH:23][CH:22]=1. Product: [F:9][C:10]1[CH:11]=[C:12]2[C:16](=[CH:17][CH:18]=1)[NH:15][C:14](=[O:19])[C@:13]12[CH2:2][C@H:20]1[C:21]1[CH:29]=[C:28]2[C:24]([C:25]([I:30])=[N:26][NH:27]2)=[CH:23][CH:22]=1. The catalyst class is: 1. (2) Reactant: [CH3:1][O:2][CH2:3][CH2:4][NH2:5].[H-].[Na+].[NH2:8][C:9]1[C:18]2[C:13](=[C:14](F)[C:15]([N:19]3[C:27]4[CH2:26][C:25]([CH3:29])([CH3:28])[CH2:24][C:23](=[O:30])[C:22]=4[C:21]([CH3:31])=[CH:20]3)=[CH:16][CH:17]=2)[N:12]=[CH:11][N:10]=1. Product: [NH2:8][C:9]1[C:18]2[C:13](=[C:14]([NH:5][CH2:4][CH2:3][O:2][CH3:1])[C:15]([N:19]3[C:27]4[CH2:26][C:25]([CH3:28])([CH3:29])[CH2:24][C:23](=[O:30])[C:22]=4[C:21]([CH3:31])=[CH:20]3)=[CH:16][CH:17]=2)[N:12]=[CH:11][N:10]=1. The catalyst class is: 3. (3) Reactant: C(OC([NH:8][C:9]1[C:14]([C:15](O)=[O:16])=[CH:13][C:12]([Cl:18])=[N:11][CH:10]=1)=O)(C)(C)C.[Cl:19][C:20]1[CH:25]=[CH:24][CH:23]=[CH:22][C:21]=1[C:26](=O)[CH3:27].[OH-].[Na+]. Product: [Cl:18][C:12]1[CH:13]=[C:14]2[C:9](=[CH:10][N:11]=1)[NH:8][C:26]([C:21]1[CH:22]=[CH:23][CH:24]=[CH:25][C:20]=1[Cl:19])=[CH:27][C:15]2=[O:16]. The catalyst class is: 6. (4) Reactant: [Cl:1][C:2]1[C:7]([O:8][CH3:9])=[CH:6][C:5]([O:10][CH3:11])=[C:4]([Cl:12])[C:3]=1[C:13]1[C:26](=[O:27])[N:25]([CH2:28][CH2:29][O:30][CH:31]2[CH2:36][CH2:35][CH2:34][N:33]([C:37]([O:39][C:40]([CH3:43])([CH3:42])[CH3:41])=[O:38])[CH2:32]2)[C:16]2[N:17]=[C:18](S(C)(=O)=O)[N:19]=[CH:20][C:15]=2[CH:14]=1.[CH3:44][NH2:45]. Product: [Cl:1][C:2]1[C:7]([O:8][CH3:9])=[CH:6][C:5]([O:10][CH3:11])=[C:4]([Cl:12])[C:3]=1[C:13]1[C:26](=[O:27])[N:25]([CH2:28][CH2:29][O:30][CH:31]2[CH2:36][CH2:35][CH2:34][N:33]([C:37]([O:39][C:40]([CH3:43])([CH3:42])[CH3:41])=[O:38])[CH2:32]2)[C:16]2[N:17]=[C:18]([NH:45][CH3:44])[N:19]=[CH:20][C:15]=2[CH:14]=1. The catalyst class is: 218. (5) Reactant: [CH3:1][O:2][C:3](=[O:20])[C:4]1[CH:9]=[C:8]([N+:10]([O-])=O)[CH:7]=[C:6]([C:13]2[CH:18]=[CH:17][C:16]([CH3:19])=[CH:15][N:14]=2)[CH:5]=1.Cl[Sn]Cl. Product: [CH3:1][O:2][C:3](=[O:20])[C:4]1[CH:5]=[C:6]([C:13]2[CH:18]=[CH:17][C:16]([CH3:19])=[CH:15][N:14]=2)[CH:7]=[C:8]([NH2:10])[CH:9]=1. The catalyst class is: 125. (6) Reactant: [Br:1][CH:2]([CH3:12])[C:3]([NH:5][C:6]([CH3:11])([CH3:10])[C:7]([OH:9])=[O:8])=O.C(N(CC)CC)C.ClC(OCC)=O. Product: [Br:1][CH:2]([C:3]1[O:8][C:7](=[O:9])[C:6]([CH3:11])([CH3:10])[N:5]=1)[CH3:12]. The catalyst class is: 21. (7) Reactant: C([Li])CCC.CCCCCC.[CH3:12][C:13]1([CH3:34])[CH2:17][O:16][C:15]([C:18]2[CH:33]=[CH:32][C:21]([O:22][CH2:23][CH2:24][CH2:25][N:26]3[CH2:31][CH2:30][CH2:29][CH2:28][CH2:27]3)=[CH:20][CH:19]=2)=[N:14]1.[Br:35]Br.Cl. Product: [Br:35][C:33]1[CH:32]=[C:21]([CH:20]=[CH:19][C:18]=1[C:15]1[O:16][CH2:17][C:13]([CH3:34])([CH3:12])[N:14]=1)[O:22][CH2:23][CH2:24][CH2:25][N:26]1[CH2:31][CH2:30][CH2:29][CH2:28][CH2:27]1. The catalyst class is: 7. (8) Reactant: C([O:8][C@@H:9]([C:11]1[O:12][C:13]2[C:18]([C:19](=[O:28])[C:20]=1[C:21]1[CH:26]=[CH:25][CH:24]=[C:23]([F:27])[CH:22]=1)=[CH:17][C:16]([F:29])=[CH:15][CH:14]=2)[CH3:10])C1C=CC=CC=1.[Cl-].[Al+3].[Cl-].[Cl-]. Product: [F:29][C:16]1[CH:17]=[C:18]2[C:13](=[CH:14][CH:15]=1)[O:12][C:11]([C@H:9]([OH:8])[CH3:10])=[C:20]([C:21]1[CH:26]=[CH:25][CH:24]=[C:23]([F:27])[CH:22]=1)[C:19]2=[O:28]. The catalyst class is: 4. (9) Reactant: [CH3:1][C:2]1[C@H:8]2[C@H:5]([CH2:6][C:7]2=O)[CH2:4][CH:3]=1.[H-].[Na+].COP([CH2:18][C:19]([O:21][C:22]([CH3:25])([CH3:24])[CH3:23])=[O:20])(OC)=O. Product: [CH3:1][C:2]1[C@H:8]2[C@H:5]([CH2:6][C:7]2=[CH:18][C:19]([O:21][C:22]([CH3:25])([CH3:24])[CH3:23])=[O:20])[CH2:4][CH:3]=1. The catalyst class is: 7.